Predict which catalyst facilitates the given reaction. From a dataset of Catalyst prediction with 721,799 reactions and 888 catalyst types from USPTO. (1) Product: [C:12]1([C:7]2[C:6]([C:4]([OH:5])=[O:3])=[CH:11][N:10]=[CH:9][N:8]=2)[CH:13]=[CH:14][CH:15]=[CH:16][CH:17]=1. Reactant: C([O:3][C:4]([C:6]1[C:7]([C:12]2[CH:17]=[CH:16][CH:15]=[CH:14][CH:13]=2)=[N:8][CH:9]=[N:10][CH:11]=1)=[O:5])C.[OH-].[Na+]. The catalyst class is: 5. (2) Product: [NH2:23][C:3]1[CH:4]=[C:5]([C:13]2[CH:18]=[N:17][C:16]([C:19]([OH:22])([CH3:20])[CH3:21])=[N:15][CH:14]=2)[CH:6]=[C:7]([CH:8]2[CH2:12][CH2:11][CH2:10][O:9]2)[C:2]=1[NH2:1]. Reactant: [NH2:1][C:2]1[C:7]([CH:8]2[CH2:12][CH2:11][CH2:10][O:9]2)=[CH:6][C:5]([C:13]2[CH:14]=[N:15][C:16]([C:19]([OH:22])([CH3:21])[CH3:20])=[N:17][CH:18]=2)=[CH:4][C:3]=1[N+:23]([O-])=O.C1COCC1.CCN(CC)CC. The catalyst class is: 43.